Dataset: Full USPTO retrosynthesis dataset with 1.9M reactions from patents (1976-2016). Task: Predict the reactants needed to synthesize the given product. (1) Given the product [I:21][C:18]1[CH:17]=[CH:16][C:15]([O:14][CH2:13][CH2:12][N:26]2[CH2:27][CH2:28][C:23]([CH3:22])([OH:29])[CH2:24][CH2:25]2)=[CH:20][CH:19]=1, predict the reactants needed to synthesize it. The reactants are: C(=O)([O-])[O-].[K+].[K+].CS(O[CH2:12][CH2:13][O:14][C:15]1[CH:20]=[CH:19][C:18]([I:21])=[CH:17][CH:16]=1)(=O)=O.[CH3:22][C:23]1([OH:29])[CH2:28][CH2:27][NH:26][CH2:25][CH2:24]1. (2) Given the product [NH2:15][C@@H:11]([CH:8]([CH3:9])[CH3:4])[C:12]([O:28][C@H:13]1[C@@H:12]([OH:41])[C@H:11]([C:8]2[C:4]3[N:5]=[CH:6][N:7]=[C:2]([NH2:1])[C:3]=3[NH:10][CH:9]=2)[NH:15][C@@H:14]1[CH2:23][OH:24])=[O:41].[S:56]([OH:60])([OH:59])(=[O:58])=[O:57].[NH2:47][C@@H:43]([CH:44]([CH3:46])[CH3:45])[C:42]([O:41][C@@H:12]1[C@H:13]([OH:28])[C@@H:14]([CH2:23][OH:24])[NH:15][C@H:11]1[C:8]1[C:4]2[N:5]=[CH:6][N:7]=[C:2]([NH2:1])[C:3]=2[NH:10][CH:9]=1)=[O:55], predict the reactants needed to synthesize it. The reactants are: [NH2:1][C:2]1[C:3]2[NH:10][CH:9]=[C:8]([C@@H:11]3[N:15](C(OC(C)(C)C)=O)[C@@H:14]4[CH2:23][O:24][Si](C(C)C)(C(C)C)O[Si](C(C)C)(C(C)C)[O:28][C@H:13]4[C@H:12]3[O:41][C:42](=[O:55])[C@@H:43]([NH:47]C(OC(C)(C)C)=O)[CH:44]([CH3:46])[CH3:45])[C:4]=2[N:5]=[CH:6][N:7]=1.[S:56](=[O:60])(=[O:59])([OH:58])[OH:57].